From a dataset of Reaction yield outcomes from USPTO patents with 853,638 reactions. Predict the reaction yield, written as a fraction of the theoretical maximum amount of product (1.0 means a 100% yield; for example, 0.34 means a 34% yield). (1) The reactants are [CH2:1]([NH:8][C:9]1([C:12]2[CH:17]=[CH:16][C:15](Br)=[CH:14][CH:13]=2)[CH2:11][CH2:10]1)[C:2]1[CH:7]=[CH:6][CH:5]=[CH:4][CH:3]=1.[CH3:19][Si:20]([C:23]#[CH:24])([CH3:22])[CH3:21]. The catalyst is C(N(CC)CC)C.[Cu]I.Cl[Pd](Cl)([P](C1C=CC=CC=1)(C1C=CC=CC=1)C1C=CC=CC=1)[P](C1C=CC=CC=1)(C1C=CC=CC=1)C1C=CC=CC=1. The product is [CH2:1]([NH:8][C:9]1([C:12]2[CH:17]=[CH:16][C:15]([C:24]#[C:23][Si:20]([CH3:22])([CH3:21])[CH3:19])=[CH:14][CH:13]=2)[CH2:11][CH2:10]1)[C:2]1[CH:7]=[CH:6][CH:5]=[CH:4][CH:3]=1. The yield is 0.740. (2) The yield is 0.270. The reactants are C[O:2][C:3](=[O:41])[C:4]1[CH:9]=[CH:8][CH:7]=[CH:6][C:5]=1[S:10]([N:13]1[CH2:19][CH2:18][CH2:17][CH:16]([NH:20][C:21](=[O:39])[C@@H:22]([NH:27][C:28]([C:30]2[O:31][C:32]3[CH:38]=[CH:37][CH:36]=[CH:35][C:33]=3[CH:34]=2)=[O:29])[CH2:23][CH:24]([CH3:26])[CH3:25])[CH:15]([OH:40])[CH2:14]1)(=[O:12])=[O:11].CO.O. The product is [O:31]1[C:32]2[CH:38]=[CH:37][CH:36]=[CH:35][C:33]=2[CH:34]=[C:30]1[C:28]([NH:27][C@@H:22]([CH2:23][CH:24]([CH3:26])[CH3:25])[C:21]([NH:20][CH:16]1[CH2:17][CH2:18][CH2:19][N:13]([S:10]([C:5]2[CH:6]=[CH:7][CH:8]=[CH:9][C:4]=2[C:3]([OH:41])=[O:2])(=[O:11])=[O:12])[CH2:14][CH:15]1[OH:40])=[O:39])=[O:29]. No catalyst specified. (3) The reactants are [CH3:1][Mg]Br.[Cl:4][C:5]1[C:10]([CH:11]=[O:12])=[C:9]([Cl:13])[N:8]=[CH:7][N:6]=1.O. The catalyst is O1CCCC1. The product is [Cl:4][C:5]1[C:10]([CH:11]([OH:12])[CH3:1])=[C:9]([Cl:13])[N:8]=[CH:7][N:6]=1. The yield is 1.00. (4) The reactants are [CH2:1]([C:3]1[C:8](=[O:9])[NH:7][C:6]([CH3:10])=[C:5]([C:11]2[O:15][C:14]([C:16]([OH:18])=O)=[CH:13][CH:12]=2)[CH:4]=1)[CH3:2].[F:19][C:20]1[CH:21]=[C:22]([CH:25]=[C:26]([F:28])[CH:27]=1)[CH2:23][NH2:24]. No catalyst specified. The product is [F:19][C:20]1[CH:21]=[C:22]([CH:25]=[C:26]([F:28])[CH:27]=1)[CH2:23][NH:24][C:16]([C:14]1[O:15][C:11]([C:5]2[CH:4]=[C:3]([CH2:1][CH3:2])[C:8](=[O:9])[NH:7][C:6]=2[CH3:10])=[CH:12][CH:13]=1)=[O:18]. The yield is 0.910. (5) The reactants are [C:1]([C:9]1[CH:10]=[N:11][C:12]([N:15]2[CH2:20][CH2:19][N:18](C(OC(C)(C)C)=O)[CH2:17][CH2:16]2)=[N:13][CH:14]=1)(=[O:8])[C:2]1[CH:7]=[CH:6][CH:5]=[CH:4][CH:3]=1.[ClH:28].O1CCOCC1. The catalyst is O1CCOCC1. The product is [ClH:28].[C:2]1([C:1]([C:9]2[CH:14]=[N:13][C:12]([N:15]3[CH2:20][CH2:19][NH:18][CH2:17][CH2:16]3)=[N:11][CH:10]=2)=[O:8])[CH:3]=[CH:4][CH:5]=[CH:6][CH:7]=1. The yield is 0.900. (6) The reactants are [CH:1]1([CH2:5][N:6]2[CH2:19][CH2:18][C@@:17]34[C:20]5[C:26]6[CH2:27][C@@H:7]2[C@@H:8]3[CH2:9][CH2:10][C:11]2([C@@H:16]4[O:22][C:21]=5[C:23]([C:28]#[N:29])=[CH:24][CH:25]=6)OCC[O:12]2)[CH2:4][CH2:3][CH2:2]1. The catalyst is Cl. The product is [CH:1]1([CH2:5][N:6]2[CH2:19][CH2:18][C@@:17]34[C:20]5[C:26]6[CH2:27][C@@H:7]2[C@@H:8]3[CH2:9][CH2:10][C:11](=[O:12])[C@@H:16]4[O:22][C:21]=5[C:23]([C:28]#[N:29])=[CH:24][CH:25]=6)[CH2:2][CH2:3][CH2:4]1. The yield is 0.950. (7) The reactants are CN.O1CCCC1.Cl[C:9]1[C:18]2[C:13](=[CH:14][CH:15]=[C:16]([C:19]([O:21][CH2:22][CH3:23])=[O:20])[CH:17]=2)[CH:12]=[CH:11][N:10]=1.COC1C=CC([CH2:30][NH:31]C2C3C(=CC=C(C(O)=O)C=3)C=CN=2)=CC=1. The yield is 0.850. No catalyst specified. The product is [CH3:30][NH:31][C:9]1[C:18]2[C:13](=[CH:14][CH:15]=[C:16]([C:19]([O:21][CH2:22][CH3:23])=[O:20])[CH:17]=2)[CH:12]=[CH:11][N:10]=1. (8) The reactants are [C:1]([O:4][CH2:5][C:6](=[O:29])[C:7]1[C@:24]2([CH3:25])[C@H:10]([C@H:11]3[C@:21]([F:27])([C@@H:22]([OH:26])[CH2:23]2)[C@:19]2([CH3:20])[C:14](=[CH:15][C:16](=[O:28])[CH:17]=[CH:18]2)[CH2:13][CH2:12]3)[CH2:9][CH:8]=1)(=[O:3])[CH3:2].[C:30]([O:39][CH2:40][CH:41]=[CH2:42])(=[O:38])[CH2:31][C:32]([O:34][CH2:35][CH:36]=[CH2:37])=[O:33].C1CCN2C(=NCCC2)CC1. The catalyst is CN(C=O)C. The product is [CH2:35]([O:34][C:32](=[O:33])[CH:31]([C@@H:8]1[CH2:9][C@@H:10]2[C@:24]([CH3:25])([CH2:23][C@H:22]([OH:26])[C@@:21]3([F:27])[C@H:11]2[CH2:12][CH2:13][C:14]2[C@:19]3([CH3:20])[CH:18]=[CH:17][C:16](=[O:28])[CH:15]=2)[C@H:7]1[C:6](=[O:29])[CH2:5][O:4][C:1](=[O:3])[CH3:2])[C:30]([O:39][CH2:40][CH:41]=[CH2:42])=[O:38])[CH:36]=[CH2:37]. The yield is 0.930.